The task is: Predict the reactants needed to synthesize the given product.. This data is from Full USPTO retrosynthesis dataset with 1.9M reactions from patents (1976-2016). (1) Given the product [CH2:24]([N:8]([CH2:1][C:2]1[CH:3]=[CH:4][CH:5]=[CH:6][CH:7]=1)[C@@H:9]1[C:15](=[O:16])[N:14]([CH2:39][C:40]([F:43])([F:42])[F:41])[C:13]2[CH:17]=[C:18]([F:21])[CH:19]=[CH:20][C:12]=2[O:11][C@@H:10]1[CH2:22][CH3:23])[C:25]1[CH:30]=[CH:29][CH:28]=[CH:27][CH:26]=1, predict the reactants needed to synthesize it. The reactants are: [CH2:1]([N:8]([CH2:24][C:25]1[CH:30]=[CH:29][CH:28]=[CH:27][CH:26]=1)[C@@H:9]1[C:15](=[O:16])[NH:14][C:13]2[CH:17]=[C:18]([F:21])[CH:19]=[CH:20][C:12]=2[O:11][C@@H:10]1[CH2:22][CH3:23])[C:2]1[CH:7]=[CH:6][CH:5]=[CH:4][CH:3]=1.O([CH2:39][C:40]([F:43])([F:42])[F:41])S(C(F)(F)F)(=O)=O.C(=O)([O-])[O-].[Cs+].[Cs+]. (2) The reactants are: [OH:1][C:2]1[C:7]([C:8]([NH:10][C@@H:11]([C:24]2[CH:29]=[CH:28][CH:27]=[CH:26][CH:25]=2)[C:12]2[CH:17]=[CH:16][C:15]([P:18]([CH3:23])(=[O:22])[O:19]CC)=[CH:14][CH:13]=2)=[O:9])=[CH:6][N:5]=[C:4]([N:30]2[CH:34]=[CH:33][CH:32]=[N:31]2)[N:3]=1.[OH-].[Na+]. Given the product [OH:1][C:2]1[C:7]([C:8]([NH:10][C@@H:11]([C:24]2[CH:29]=[CH:28][CH:27]=[CH:26][CH:25]=2)[C:12]2[CH:13]=[CH:14][C:15]([P:18]([CH3:23])(=[O:19])[OH:22])=[CH:16][CH:17]=2)=[O:9])=[CH:6][N:5]=[C:4]([N:30]2[CH:34]=[CH:33][CH:32]=[N:31]2)[N:3]=1, predict the reactants needed to synthesize it.